This data is from Forward reaction prediction with 1.9M reactions from USPTO patents (1976-2016). The task is: Predict the product of the given reaction. (1) Given the reactants CC1(C)C(C)(C)[O:5][B:4]([C:9]2[CH:10]=[C:11]3[C:24](=[CH:25][CH:26]=2)[C@@H:23]2[C@H:14]([C@H:15]4[C@@:19]([CH2:21][CH2:22]2)([CH3:20])[C:18](=[O:27])[CH2:17][CH2:16]4)[CH2:13][CH2:12]3)[O:3]1.[CH:29]([C:31]1[CH:32]=[C:33]([CH:37]=[CH:38][CH:39]=1)[C:34]([NH2:36])=[O:35])=O.[OH-].[K+].Cl, predict the reaction product. The product is: [C:34]([C:33]1[CH:32]=[C:31]([CH:39]=[CH:38][CH:37]=1)/[CH:29]=[C:17]1/[C:18](=[O:27])[C@:19]2([CH2:21][CH2:22][C@H:23]3[C@@H:14]([CH2:13][CH2:12][C:11]4[C:24]3=[CH:25][CH:26]=[C:9]([B:4]([OH:5])[OH:3])[CH:10]=4)[C@@H:15]2[CH2:16]/1)[CH3:20])(=[O:35])[NH2:36]. (2) Given the reactants [Cl:1][C:2]1[CH:7]=[CH:6][C:5]([C:8]2[S:9][C:10]3[C:11](=[O:28])[N:12](CC4C=CC(OC)=CC=4OC)[CH:13]=[CH:14][C:15]=3[N:16]=2)=[CH:4][CH:3]=1.O.C([O-])(O)=O.[Na+].CC(C)=O, predict the reaction product. The product is: [Cl:1][C:2]1[CH:7]=[CH:6][C:5]([C:8]2[S:9][C:10]3[C:11](=[O:28])[NH:12][CH:13]=[CH:14][C:15]=3[N:16]=2)=[CH:4][CH:3]=1. (3) Given the reactants [CH3:1][C:2]1[CH:3]=[C:4]([CH:9]=[CH:10][C:11]=1[S:12]([CH3:15])(=[O:14])=[O:13])[C:5]([O:7]C)=[O:6].[OH-].[Na+], predict the reaction product. The product is: [CH3:1][C:2]1[CH:3]=[C:4]([CH:9]=[CH:10][C:11]=1[S:12]([CH3:15])(=[O:14])=[O:13])[C:5]([OH:7])=[O:6]. (4) Given the reactants [C:1]([O:5][C:6]([N:8]1[CH2:13][CH2:12][CH:11]([N:14]([CH:31]2[CH2:33][CH2:32]2)[C:15](=[O:30])[C:16]2[CH:21]=[CH:20][C:19]([C:22]3[O:26][CH:25]=[N:24][CH:23]=3)=[C:18]([N+:27]([O-])=O)[CH:17]=2)[CH2:10][CH2:9]1)=[O:7])([CH3:4])([CH3:3])[CH3:2].[H][H], predict the reaction product. The product is: [C:1]([O:5][C:6]([N:8]1[CH2:13][CH2:12][CH:11]([N:14]([C:15](=[O:30])[C:16]2[CH:21]=[CH:20][C:19]([C:22]3[O:26][CH:25]=[N:24][CH:23]=3)=[C:18]([NH2:27])[CH:17]=2)[CH:31]2[CH2:32][CH2:33]2)[CH2:10][CH2:9]1)=[O:7])([CH3:4])([CH3:2])[CH3:3]. (5) The product is: [Br:1][C:2]1[N:7]=[C:6]([C:8]([O:10][CH3:11])=[O:9])[C:5]([O:12][CH2:18][CH:19]2[CH2:24][CH2:23][N:22]([C:25]([O:27][CH:28]([CH3:30])[CH3:29])=[O:26])[CH2:21][CH2:20]2)=[CH:4][CH:3]=1. Given the reactants [Br:1][C:2]1[N:7]=[C:6]([C:8]([O:10][CH3:11])=[O:9])[C:5]([OH:12])=[CH:4][CH:3]=1.CS(O[CH2:18][CH:19]1[CH2:24][CH2:23][N:22]([C:25]([O:27][CH:28]([CH3:30])[CH3:29])=[O:26])[CH2:21][CH2:20]1)(=O)=O.C([O-])([O-])=O.[K+].[K+], predict the reaction product.